Dataset: NCI-60 drug combinations with 297,098 pairs across 59 cell lines. Task: Regression. Given two drug SMILES strings and cell line genomic features, predict the synergy score measuring deviation from expected non-interaction effect. (1) Drug 1: C1CCC(C1)C(CC#N)N2C=C(C=N2)C3=C4C=CNC4=NC=N3. Drug 2: C1=NC2=C(N=C(N=C2N1C3C(C(C(O3)CO)O)O)F)N. Cell line: LOX IMVI. Synergy scores: CSS=7.34, Synergy_ZIP=-0.358, Synergy_Bliss=4.63, Synergy_Loewe=1.14, Synergy_HSA=1.81. (2) Drug 1: CCC1=CC2CC(C3=C(CN(C2)C1)C4=CC=CC=C4N3)(C5=C(C=C6C(=C5)C78CCN9C7C(C=CC9)(C(C(C8N6C)(C(=O)OC)O)OC(=O)C)CC)OC)C(=O)OC.C(C(C(=O)O)O)(C(=O)O)O. Drug 2: C1CCC(CC1)NC(=O)N(CCCl)N=O. Cell line: SN12C. Synergy scores: CSS=40.0, Synergy_ZIP=-6.05, Synergy_Bliss=-3.04, Synergy_Loewe=-29.7, Synergy_HSA=-1.24. (3) Drug 1: C1=NC2=C(N1)C(=S)N=C(N2)N. Drug 2: C1=CN(C=N1)CC(O)(P(=O)(O)O)P(=O)(O)O. Cell line: SK-MEL-2. Synergy scores: CSS=26.3, Synergy_ZIP=-5.62, Synergy_Bliss=3.60, Synergy_Loewe=-0.566, Synergy_HSA=2.00.